Dataset: Full USPTO retrosynthesis dataset with 1.9M reactions from patents (1976-2016). Task: Predict the reactants needed to synthesize the given product. (1) Given the product [CH2:1]([N:3]1[C:7]2=[N:8][C:9]([CH2:45][CH3:46])=[C:10]([CH2:19][N:20]([CH2:29][C:30]3[CH:31]=[C:32]([C:37]4[CH:42]=[CH:41][CH:40]=[C:39]([CH2:43][N:57]5[CH2:58][CH2:59][NH:54][C@H:55]([CH3:60])[CH2:56]5)[CH:38]=4)[C:33]([CH3:36])=[CH:34][CH:35]=3)[C:21]([C:23]3([C:26]([NH2:28])=[O:27])[CH2:24][CH2:25]3)=[O:22])[C:11]([NH:12][CH:13]3[CH2:14][CH2:15][O:16][CH2:17][CH2:18]3)=[C:6]2[CH:5]=[N:4]1)[CH3:2], predict the reactants needed to synthesize it. The reactants are: [CH2:1]([N:3]1[C:7]2=[N:8][C:9]([CH2:45][CH3:46])=[C:10]([CH2:19][N:20]([CH2:29][C:30]3[CH:31]=[C:32]([C:37]4[CH:42]=[CH:41][CH:40]=[C:39]([CH:43]=O)[CH:38]=4)[C:33]([CH3:36])=[CH:34][CH:35]=3)[C:21]([C:23]3([C:26]([NH2:28])=[O:27])[CH2:25][CH2:24]3)=[O:22])[C:11]([NH:12][CH:13]3[CH2:18][CH2:17][O:16][CH2:15][CH2:14]3)=[C:6]2[CH:5]=[N:4]1)[CH3:2].C([N:54]1[CH2:59][CH2:58][NH:57][CH2:56][C@@H:55]1[CH3:60])(OC(C)(C)C)=O.C(O[BH-](OC(=O)C)OC(=O)C)(=O)C.[Na+].C(O)(=O)C. (2) Given the product [CH:24]1([C:14]2[S:15][C:16]([C:17]3[CH:18]=[C:19]([CH3:23])[CH:20]=[CH:21][CH:22]=3)=[C:12]([C:10]([N:6]3[CH2:7][CH2:8][CH2:9][C@@H:4]([NH:3][C:43]4[N:48]=[C:47]([C:49]([F:52])([F:51])[F:50])[CH:46]=[CH:45][N:44]=4)[CH2:5]3)=[O:11])[N:13]=2)[CH2:25][CH2:26]1, predict the reactants needed to synthesize it. The reactants are: Cl.Cl.[NH2:3][C@@H:4]1[CH2:9][CH2:8][CH2:7][N:6]([C:10]([C:12]2[N:13]=[C:14]([CH:24]3[CH2:26][CH2:25]3)[S:15][C:16]=2[C:17]2[CH:18]=[C:19]([CH3:23])[CH:20]=[CH:21][CH:22]=2)=[O:11])[CH2:5]1.CCN(C(C)C)C(C)C.C(=O)([O-])[O-].[K+].[K+].Cl[C:43]1[N:48]=[C:47]([C:49]([F:52])([F:51])[F:50])[CH:46]=[CH:45][N:44]=1.Cl. (3) Given the product [C:35]([O:34][C:32]([NH:31][C@H:10]([CH2:11][CH2:12][C:13]1[N:17]([CH2:18][CH:19]2[CH2:24][CH2:23][CH2:22][CH2:21][CH2:20]2)[C:16]2[CH:25]=[C:26]([CH3:30])[C:27]([CH3:29])=[CH:28][C:15]=2[N:14]=1)[C:9]([NH:82][O:81][C:62]([C:63]1[CH:68]=[CH:67][CH:66]=[CH:65][CH:64]=1)([C:75]1[CH:76]=[CH:77][CH:78]=[CH:79][CH:80]=1)[C:69]1[CH:70]=[CH:71][CH:72]=[CH:73][CH:74]=1)=[O:39])=[O:33])([CH3:38])([CH3:36])[CH3:37], predict the reactants needed to synthesize it. The reactants are: C(O[C:9](=[O:39])[C@H:10]([NH:31][C:32]([O:34][C:35]([CH3:38])([CH3:37])[CH3:36])=[O:33])[CH2:11][CH2:12][C:13]1[N:17]([CH2:18][CH:19]2[CH2:24][CH2:23][CH2:22][CH2:21][CH2:20]2)[C:16]2[CH:25]=[C:26]([CH3:30])[C:27]([CH3:29])=[CH:28][C:15]=2[N:14]=1)C1C=CC=CC=1.CCN=C=NCCCN(C)C.Cl.C1C=CC2N(O)N=NC=2C=1.[C:62]([O:81][NH2:82])([C:75]1[CH:80]=[CH:79][CH:78]=[CH:77][CH:76]=1)([C:69]1[CH:74]=[CH:73][CH:72]=[CH:71][CH:70]=1)[C:63]1[CH:68]=[CH:67][CH:66]=[CH:65][CH:64]=1. (4) Given the product [Cl:1][C:2]1[CH:3]=[C:4]2[C:5](=[CH:6][CH:7]=1)[NH:8][CH:9]([C:10]1[CH:15]=[CH:14][CH:13]=[C:12]([N+:16]([O-:18])=[O:17])[CH:11]=1)[CH2:19][C:20]2([CH3:22])[CH3:21], predict the reactants needed to synthesize it. The reactants are: [Cl:1][C:2]1[CH:7]=[CH:6][C:5](/[N:8]=[CH:9]/[C:10]2[CH:15]=[CH:14][CH:13]=[C:12]([N+:16]([O-:18])=[O:17])[CH:11]=2)=[CH:4][CH:3]=1.[CH2:19]=[C:20]([CH3:22])[CH3:21].B(F)(F)F.CCOCC.C(#N)C. (5) Given the product [F:1][C:2]1[CH:8]=[C:7]([I:9])[CH:6]=[CH:5][C:3]=1[NH:4][C:23]([NH:21][CH3:20])=[O:24], predict the reactants needed to synthesize it. The reactants are: [F:1][C:2]1[CH:8]=[C:7]([I:9])[CH:6]=[CH:5][C:3]=1[NH2:4].CN.O.C1(C)C=CC=CC=1.[CH3:20][N:21]([CH:23]=[O:24])C.